This data is from Reaction yield outcomes from USPTO patents with 853,638 reactions. The task is: Predict the reaction yield, written as a fraction of the theoretical maximum amount of product (1.0 means a 100% yield; for example, 0.34 means a 34% yield). (1) The reactants are C1N=CN(C(N2C=NC=C2)=O)C=1.[CH2:13]([O:15][C:16]1[CH:17]=[C:18]([CH:22]=[CH:23][C:24]=1[F:25])[C:19]([OH:21])=O)[CH3:14].[CH2:26]([O:28][C:29](=[O:34])[CH2:30]C([O-])=O)[CH3:27].[K+].C(N(CC)CC)C.[Mg+2].[Cl-].[Cl-]. The catalyst is O1CCCC1.CC#N. The product is [CH2:13]([O:15][C:16]1[CH:17]=[C:18]([C:19](=[O:21])[CH2:30][C:29]([O:28][CH2:26][CH3:27])=[O:34])[CH:22]=[CH:23][C:24]=1[F:25])[CH3:14]. The yield is 0.720. (2) The reactants are [C:1]([C:5]1[CH:31]=[C:8]2[N:9]=[C:10]([CH3:30])[C:11]([CH:22]([CH2:27][CH2:28][CH3:29])[C:23]([O:25]C)=[O:24])=[C:12]([C:13]3[CH:18]=[CH:17][C:16]([CH:19]([CH3:21])[CH3:20])=[CH:15][CH:14]=3)[N:7]2[N:6]=1)([CH3:4])([CH3:3])[CH3:2].[OH-].[Na+]. The catalyst is CO. The product is [C:1]([C:5]1[CH:31]=[C:8]2[N:9]=[C:10]([CH3:30])[C:11]([CH:22]([CH2:27][CH2:28][CH3:29])[C:23]([OH:25])=[O:24])=[C:12]([C:13]3[CH:18]=[CH:17][C:16]([CH:19]([CH3:21])[CH3:20])=[CH:15][CH:14]=3)[N:7]2[N:6]=1)([CH3:4])([CH3:2])[CH3:3]. The yield is 0.400. (3) The reactants are [Br:1][C:2]1[CH:19]=[CH:18][C:5]([NH:6][C:7]2[C:8]([C:15]([OH:17])=[O:16])=[CH:9][N:10]([CH3:14])[C:11](=[O:13])[CH:12]=2)=[C:4]([F:20])[CH:3]=1.FC(F)(F)C(O[C:26]1[C:31]([F:32])=[C:30]([F:33])[C:29]([F:34])=[C:28]([F:35])[C:27]=1[F:36])=O.N1C=CC=CC=1. The catalyst is C1COCC1. The product is [Br:1][C:2]1[CH:19]=[CH:18][C:5]([NH:6][C:7]2[C:8]([C:15]([O:17][C:26]3[C:27]([F:36])=[C:28]([F:35])[C:29]([F:34])=[C:30]([F:33])[C:31]=3[F:32])=[O:16])=[CH:9][N:10]([CH3:14])[C:11](=[O:13])[CH:12]=2)=[C:4]([F:20])[CH:3]=1. The yield is 0.970. (4) The reactants are [NH2:1][C:2]1[CH:7]=[CH:6][C:5]([NH:8][C:9](=[O:11])[CH3:10])=[CH:4][CH:3]=1.P(=O)(O)(O)O.[N+]([O-])(O)=O.[N:21]([O-])=O.[Na+].[CH3:25][C:26](=[O:31])[CH2:27][C:28](=[O:30])[CH3:29].C([O-])(=O)C.[K+].C([O-])([O-])=O.[Na+].[Na+]. The catalyst is C(O)C. The product is [C:28]([C:27](=[N:21][NH:1][C:2]1[CH:3]=[CH:4][C:5]([NH:8][C:9](=[O:11])[CH3:10])=[CH:6][CH:7]=1)[C:26](=[O:31])[CH3:25])(=[O:30])[CH3:29]. The yield is 0.800. (5) The reactants are Cl[C:2]1[N:10]=[CH:9][CH:8]=[CH:7][C:3]=1[C:4]([NH2:6])=[O:5].C(=O)([O-])[O-].[K+].[K+].[F:17][C:18]1[CH:23]=[CH:22][C:21]([C:24]2[CH:28]=[C:27]([NH2:29])[N:26]([C:30]3[CH:35]=[CH:34][CH:33]=[CH:32][C:31]=3[CH3:36])[N:25]=2)=[CH:20][CH:19]=1. The yield is 0.140. The catalyst is CN(C=O)C.C([O-])(=O)C.[Cu+2].C([O-])(=O)C. The product is [F:17][C:18]1[CH:19]=[CH:20][C:21]([C:24]2[CH:28]=[C:27]([NH:29][C:2]3[N:10]=[CH:9][CH:8]=[CH:7][C:3]=3[C:4]([NH2:6])=[O:5])[N:26]([C:30]3[CH:35]=[CH:34][CH:33]=[CH:32][C:31]=3[CH3:36])[N:25]=2)=[CH:22][CH:23]=1. (6) The reactants are [C:1]([O:12][CH3:13])(=[O:11])[C:2]1[CH:10]=[CH:9][C:7]([OH:8])=[C:4]([O:5][CH3:6])[CH:3]=1.Br[CH2:15][CH2:16][O:17][CH3:18].C([O-])([O-])=O.[K+].[K+]. The catalyst is CN(C=O)C. The product is [CH3:6][O:5][C:4]1[CH:3]=[C:2]([CH:10]=[CH:9][C:7]=1[O:8][CH2:15][CH2:16][O:17][CH3:18])[C:1]([O:12][CH3:13])=[O:11]. The yield is 0.998. (7) The reactants are O=C1C2C(=CC=CC=2)C(=O)[N:3]1[O:12][CH2:13][CH:14]1[CH2:19][CH2:18][N:17]([C:20]([O:22][C:23]([CH3:26])([CH3:25])[CH3:24])=[O:21])[CH2:16][CH2:15]1.O.NN. No catalyst specified. The product is [NH2:3][O:12][CH2:13][CH:14]1[CH2:19][CH2:18][N:17]([C:20]([O:22][C:23]([CH3:26])([CH3:25])[CH3:24])=[O:21])[CH2:16][CH2:15]1. The yield is 0.850. (8) The reactants are [CH:1]1[C:10]2[C:5](=[CH:6][CH:7]=[CH:8][CH:9]=2)[C:4](B(O)O)=[CH:3][N:2]=1.Br[C:15]1[CH:16]=[C:17]2[C:21](=[C:22]([Cl:24])[CH:23]=1)[NH:20][N:19]=[CH:18]2.C(=O)([O-])[O-].[Na+].[Na+]. The catalyst is C1C=CC([P]([Pd]([P](C2C=CC=CC=2)(C2C=CC=CC=2)C2C=CC=CC=2)([P](C2C=CC=CC=2)(C2C=CC=CC=2)C2C=CC=CC=2)[P](C2C=CC=CC=2)(C2C=CC=CC=2)C2C=CC=CC=2)(C2C=CC=CC=2)C2C=CC=CC=2)=CC=1.C(COC)OC. The product is [Cl:24][C:22]1[CH:23]=[C:15]([C:4]2[C:5]3[C:10](=[CH:9][CH:8]=[CH:7][CH:6]=3)[CH:1]=[N:2][CH:3]=2)[CH:16]=[C:17]2[C:21]=1[NH:20][N:19]=[CH:18]2. The yield is 0.720. (9) The reactants are Cl[C:2]1[C:7]([C:8]([O:10][CH2:11][CH3:12])=[O:9])=[CH:6][N:5]=[C:4]([S:13][CH3:14])[N:3]=1.[CH:15]([NH2:18])([CH3:17])[CH3:16].O. The catalyst is CC#N. The product is [CH:15]([NH:18][C:2]1[C:7]([C:8]([O:10][CH2:11][CH3:12])=[O:9])=[CH:6][N:5]=[C:4]([S:13][CH3:14])[N:3]=1)([CH3:17])[CH3:16]. The yield is 0.996.